Dataset: CYP2D6 inhibition data for predicting drug metabolism from PubChem BioAssay. Task: Regression/Classification. Given a drug SMILES string, predict its absorption, distribution, metabolism, or excretion properties. Task type varies by dataset: regression for continuous measurements (e.g., permeability, clearance, half-life) or binary classification for categorical outcomes (e.g., BBB penetration, CYP inhibition). Dataset: cyp2d6_veith. (1) The drug is COc1ccc(C(=O)N2CCC3(CCCN(Cc4cc(C(F)(F)F)cc(C(F)(F)F)c4)C3)CC2)cc1. The result is 0 (non-inhibitor). (2) The molecule is CCC/C=C(\CCC)C(NS(=O)(=O)c1cccc2cccnc12)c1ccc(C(=O)OC)cc1. The result is 0 (non-inhibitor). (3) The compound is Cc1c(NC(=S)NC(=O)C(c2ccccc2)c2ccccc2)cccc1C(=O)O. The result is 0 (non-inhibitor). (4) The drug is O=C(O[C@H]1C[NH+]2CCC1CC2)C(O)(c1ccccc1)c1ccccc1.[Br-]. The result is 0 (non-inhibitor). (5) The compound is CCc1cc(C(N)=S)ccn1. The result is 0 (non-inhibitor). (6) The molecule is COc1cccc(-c2cc(NCc3ccc(OC)cc3OC)ncn2)c1. The result is 1 (inhibitor). (7) The result is 0 (non-inhibitor). The drug is CCOC(=O)C1=C(C)NC(SCC(N)=O)=C(C#N)C1c1ccccc1. (8) The drug is CCOC(=O)c1c(C)nc2sc3c(=O)n(-c4ccc(OC)cc4)nnc3c2c1-c1ccc(OC)cc1. The result is 0 (non-inhibitor). (9) The molecule is COCCn1c(=O)c(C)nc2cnc(N3CCN(C)CC3)nc21. The result is 0 (non-inhibitor).